Dataset: Full USPTO retrosynthesis dataset with 1.9M reactions from patents (1976-2016). Task: Predict the reactants needed to synthesize the given product. (1) Given the product [Br:1][C:2]1[CH:7]=[CH:6][C:5]([C@H:8]([C:19]2[CH:24]=[CH:23][CH:22]=[CH:21][C:20]=2[CH3:25])[CH2:9]/[C:10](=[N:27]\[OH:28])/[CH2:11][C:12]2[CH:17]=[CH:16][CH:15]=[CH:14][N:13]=2)=[CH:4][CH:3]=1, predict the reactants needed to synthesize it. The reactants are: [Br:1][C:2]1[CH:7]=[CH:6][C:5]([C@H:8]([C:19]2[CH:24]=[CH:23][CH:22]=[CH:21][C:20]=2[CH3:25])[CH2:9][C:10](=O)[CH2:11][C:12]2[CH:17]=[CH:16][CH:15]=[CH:14][N:13]=2)=[CH:4][CH:3]=1.Cl.[NH2:27][OH:28].C([O-])(O)=O.[Na+]. (2) The reactants are: Br[C:2]1[C:10]2[N:9]=[C:8]([CH3:11])[NH:7][C:6]=2[CH:5]=[CH:4][CH:3]=1.C([Li])CCC.C([O:19][C:20](=O)[C:21]([F:24])([F:23])[F:22])C. Given the product [F:22][C:21]([F:24])([F:23])[C:20]([C:2]1[C:10]2[N:9]=[C:8]([CH3:11])[NH:7][C:6]=2[CH:5]=[CH:4][CH:3]=1)=[O:19], predict the reactants needed to synthesize it. (3) Given the product [F:30][C:27]([F:28])([F:29])[C:24]1[CH:25]=[CH:26][C:20]2[N:19]=[C:18]([N:12]3[CH2:11][CH2:10][N:9]([C:4]4[C:3]([C:2]([F:1])([F:15])[F:16])=[CH:8][CH:7]=[CH:6][N:5]=4)[CH2:14][CH2:13]3)[NH:22][C:21]=2[CH:23]=1, predict the reactants needed to synthesize it. The reactants are: [F:1][C:2]([F:16])([F:15])[C:3]1[C:4]([N:9]2[CH2:14][CH2:13][NH:12][CH2:11][CH2:10]2)=[N:5][CH:6]=[CH:7][CH:8]=1.Cl[C:18]1[NH:22][C:21]2[CH:23]=[C:24]([C:27]([F:30])([F:29])[F:28])[CH:25]=[CH:26][C:20]=2[N:19]=1. (4) Given the product [OH:40][C@H:35]1[CH2:34][CH2:33][C@@:32]2([CH3:37])[CH:6]([CH2:7][CH2:8][C:9]3[C:10]4[C@:28]([CH3:38])([CH2:29][CH2:30][C:31]=32)[C@@H:13]([C@@H:14]([CH3:27])[CH2:15][C:1]#[N:2])[CH2:12][CH:11]=4)[C:5]1([CH3:39])[CH3:4], predict the reactants needed to synthesize it. The reactants are: [C-:1]#[N:2].[K+].[CH3:4][C:5]1([CH3:39])[C@@H:35](O)[CH2:34][CH2:33][C@@:32]2([CH3:37])[CH:6]1[CH2:7][CH2:8][C:9]1[C:10]3[C@:28]([CH3:38])([CH2:29][CH2:30][C:31]=12)[C@@H:13]([C@H:14]([CH3:27])[CH2:15]OS(C1C=CC(C)=CC=1)(=O)=O)[CH2:12][CH:11]=3.[OH2:40].